From a dataset of Full USPTO retrosynthesis dataset with 1.9M reactions from patents (1976-2016). Predict the reactants needed to synthesize the given product. (1) The reactants are: [F:1][C:2]1[CH:7]=[CH:6][CH:5]=[CH:4][C:3]=1[C:8]1[N:13]=[N:12][C:11]([O:14][CH2:15][C:16]([OH:18])=O)=[CH:10][CH:9]=1.[NH:19]1[CH2:24][CH2:23][CH2:22][CH2:21][CH2:20]1.[B-](F)(F)(F)F.CCOC(C(C#N)=NOC(N(C)C)=[N+](C)C)=O. Given the product [F:1][C:2]1[CH:7]=[CH:6][CH:5]=[CH:4][C:3]=1[C:8]1[N:13]=[N:12][C:11]([O:14][CH2:15][C:16]([N:19]2[CH2:24][CH2:23][CH2:22][CH2:21][CH2:20]2)=[O:18])=[CH:10][CH:9]=1, predict the reactants needed to synthesize it. (2) Given the product [Cl:47][C:42]1[CH:41]=[C:40]([C:27]2([CH2:26][NH:25][C:22](=[O:24])[C:3]3[C:2]([F:1])=[C:7]([S:8][C:9]4[S:13][C:12]([NH:14][C:15]5[CH:20]=[C:19]([CH3:21])[CH:18]=[CH:17][N:16]=5)=[N:11][CH:10]=4)[CH:6]=[CH:5][N:4]=3)[CH2:28][CH2:29][N:30]([C:33]([O:35][C:36]([CH3:37])([CH3:38])[CH3:39])=[O:34])[CH2:31][CH2:32]2)[CH:45]=[CH:44][C:43]=1[Cl:46], predict the reactants needed to synthesize it. The reactants are: [F:1][C:2]1[C:3]([C:22]([OH:24])=O)=[N:4][CH:5]=[CH:6][C:7]=1[S:8][C:9]1[S:13][C:12]([NH:14][C:15]2[CH:20]=[C:19]([CH3:21])[CH:18]=[CH:17][N:16]=2)=[N:11][CH:10]=1.[NH2:25][CH2:26][C:27]1([C:40]2[CH:45]=[CH:44][C:43]([Cl:46])=[C:42]([Cl:47])[CH:41]=2)[CH2:32][CH2:31][N:30]([C:33]([O:35][C:36]([CH3:39])([CH3:38])[CH3:37])=[O:34])[CH2:29][CH2:28]1.